This data is from Reaction yield outcomes from USPTO patents with 853,638 reactions. The task is: Predict the reaction yield, written as a fraction of the theoretical maximum amount of product (1.0 means a 100% yield; for example, 0.34 means a 34% yield). The catalyst is CO.[Pd].C(OCC)C. The product is [CH3:1][N:2]1[CH2:7][CH2:6][CH:5]([C:8]2[C:16]3[C:11](=[CH:12][CH:13]=[C:14]([NH:17][S:18]([C:21]4[C:30]5[C:25](=[CH:26][CH:27]=[CH:28][CH:29]=5)[CH:24]=[CH:23][CH:22]=4)(=[O:20])=[O:19])[CH:15]=3)[NH:10][CH:9]=2)[CH2:4][CH2:3]1. The yield is 0.650. The reactants are [CH3:1][N:2]1[CH2:7][CH:6]=[C:5]([C:8]2[C:16]3[C:11](=[CH:12][CH:13]=[C:14]([NH:17][S:18]([C:21]4[C:30]5[C:25](=[CH:26][CH:27]=[CH:28][CH:29]=5)[CH:24]=[CH:23][CH:22]=4)(=[O:20])=[O:19])[CH:15]=3)[NH:10][CH:9]=2)[CH2:4][CH2:3]1.[H][H].